This data is from Full USPTO retrosynthesis dataset with 1.9M reactions from patents (1976-2016). The task is: Predict the reactants needed to synthesize the given product. (1) Given the product [C:1]([O:5][C:6]([NH:8][C:9]1[CH:14]=[CH:13][C:12]([C:15]2[S:16][CH:17]=[CH:18][CH:19]=2)=[CH:11][C:10]=1[NH:20][C:21]([C:23]1[CH:24]=[CH:25][C:26]([C:27]([OH:29])=[O:28])=[CH:31][CH:32]=1)=[O:22])=[O:7])([CH3:4])([CH3:2])[CH3:3], predict the reactants needed to synthesize it. The reactants are: [C:1]([O:5][C:6]([NH:8][C:9]1[CH:14]=[CH:13][C:12]([C:15]2[S:16][CH:17]=[CH:18][CH:19]=2)=[CH:11][C:10]=1[NH:20][C:21]([C:23]1[CH:32]=[CH:31][C:26]([C:27]([O:29]C)=[O:28])=[CH:25][CH:24]=1)=[O:22])=[O:7])([CH3:4])([CH3:3])[CH3:2].O.CO.[Li+].[OH-]. (2) Given the product [F:1][C:2]1[CH:31]=[C:30]2[C:5](=[CH:7][CH:8]=1)[NH:6][C@@H:16]([CH3:17])[C@H:15]([CH3:20])[C@H:29]2[NH:32][C:33](=[O:42])[O:34][CH2:35][C:36]1[CH:37]=[CH:38][CH:39]=[CH:40][CH:41]=1, predict the reactants needed to synthesize it. The reactants are: [F:1][C:2]1[CH:8]=[CH:7][C:5]([NH2:6])=CC=1.C(=O)C.P(O)(O[C:15]1[CH:20]=CC=[CH:17][CH:16]=1)(O[C:15]1[CH:20]=CC=[CH:17][CH:16]=1)=O.[CH:29](/[NH:32][C:33](=[O:42])[O:34][CH2:35][C:36]1[CH:41]=[CH:40][CH:39]=[CH:38][CH:37]=1)=[CH:30]\[CH3:31]. (3) The reactants are: [OH-:1].[K+].[C:3]([NH:6][C:7]1[C:8]([I:31])=[C:9]([C:23]([NH:25][CH2:26][CH:27]([OH:30])[CH2:28][OH:29])=[O:24])[C:10]([I:22])=[C:11]([C:20]=1[I:21])[C:12]([NH:14][CH2:15][CH:16]([OH:19])[CH2:17][OH:18])=[O:13])(=[O:5])[CH3:4].B(O)(O)O.Cl. Given the product [C:3]([N:6]([CH2:11][CH:20]([OH:1])[CH2:7][NH2:6])[C:7]1[C:20]([I:21])=[C:11]([C:12]([NH:14][CH2:15][CH:16]([OH:19])[CH2:17][OH:18])=[O:13])[C:10]([I:22])=[C:9]([C:8]=1[I:31])[C:23]([NH:25][CH2:26][CH:27]([OH:30])[CH2:28][OH:29])=[O:24])(=[O:5])[CH3:4], predict the reactants needed to synthesize it. (4) Given the product [CH2:10]([O:12][C:13](=[O:23])[CH:14]=[CH:15][C:16]1[CH:21]=[CH:20][CH:19]=[C:18]([NH:22][C:7]([C:5]2[O:6][C:2]([Br:1])=[CH:3][CH:4]=2)=[O:9])[CH:17]=1)[CH3:11], predict the reactants needed to synthesize it. The reactants are: [Br:1][C:2]1[O:6][C:5]([C:7]([OH:9])=O)=[CH:4][CH:3]=1.[CH2:10]([O:12][C:13](=[O:23])[CH:14]=[CH:15][C:16]1[CH:21]=[CH:20][CH:19]=[C:18]([NH2:22])[CH:17]=1)[CH3:11]. (5) Given the product [CH2:6]([O:5][P:4]([CH2:9][CH2:10][CH2:11][NH2:12])(=[O:8])[O:3][CH2:1][CH3:2])[CH3:7], predict the reactants needed to synthesize it. The reactants are: [CH2:1]([O:3][P:4]([CH2:9][CH2:10][CH2:11][N:12]=[N+]=[N-])(=[O:8])[O:5][CH2:6][CH3:7])[CH3:2]. (6) Given the product [F:36][C:33]1[CH:32]=[CH:31][C:30]([C:22]2[C:21]3[C:26](=[C:27]([CH3:28])[C:18]([S:14][C:12]4[S:13][C:9]([C:3]([OH:8])([C:4]([F:7])([F:6])[F:5])[C:2]([F:15])([F:1])[F:16])=[CH:10][N:11]=4)=[CH:19][CH:20]=3)[O:25][C:24](=[O:29])[CH:23]=2)=[CH:35][CH:34]=1, predict the reactants needed to synthesize it. The reactants are: [F:1][C:2]([F:16])([F:15])[C:3]([C:9]1[S:13][C:12]([SH:14])=[N:11][CH:10]=1)([OH:8])[C:4]([F:7])([F:6])[F:5].Br[C:18]1[C:27]([CH3:28])=[C:26]2[C:21]([C:22]([C:30]3[CH:35]=[CH:34][C:33]([F:36])=[CH:32][CH:31]=3)=[CH:23][C:24](=[O:29])[O:25]2)=[CH:20][CH:19]=1.C(=O)([O-])[O-].[K+].[K+]. (7) Given the product [F:29][C:30]1[CH:31]=[C:32]([C:37]2[N:40]=[C:26]([CH:11]3[CH2:12][CH:13]([C:15]4[CH:20]=[CH:19][C:18]([O:21][C:22]([F:25])([F:24])[F:23])=[CH:17][CH:16]=4)[CH2:14][N:9]([C:7]([N:1]4[CH2:2][CH2:3][O:4][CH2:5][CH2:6]4)=[O:8])[CH2:10]3)[O:27][N:38]=2)[CH:33]=[C:34]([F:36])[CH:35]=1, predict the reactants needed to synthesize it. The reactants are: [N:1]1([C:7]([N:9]2[CH2:14][CH:13]([C:15]3[CH:20]=[CH:19][C:18]([O:21][C:22]([F:25])([F:24])[F:23])=[CH:17][CH:16]=3)[CH2:12][CH:11]([C:26](O)=[O:27])[CH2:10]2)=[O:8])[CH2:6][CH2:5][O:4][CH2:3][CH2:2]1.[F:29][C:30]1[CH:31]=[C:32]([C:37](=[NH:40])[NH:38]O)[CH:33]=[C:34]([F:36])[CH:35]=1. (8) Given the product [Cl:19][C:5]1[CH:4]=[CH:3][C:2]([B:20]2[O:24][C:23]([CH3:26])([CH3:25])[C:22]([CH3:28])([CH3:27])[O:21]2)=[CH:7][C:6]=1[S:8]([NH:11][CH:12]1[CH2:17][CH2:16][CH:15]([OH:18])[CH2:14][CH2:13]1)(=[O:10])=[O:9], predict the reactants needed to synthesize it. The reactants are: Br[C:2]1[CH:3]=[CH:4][C:5]([Cl:19])=[C:6]([S:8]([NH:11][CH:12]2[CH2:17][CH2:16][CH:15]([OH:18])[CH2:14][CH2:13]2)(=[O:10])=[O:9])[CH:7]=1.[B:20]1([B:20]2[O:24][C:23]([CH3:26])([CH3:25])[C:22]([CH3:28])([CH3:27])[O:21]2)[O:24][C:23]([CH3:26])([CH3:25])[C:22]([CH3:28])([CH3:27])[O:21]1.C([O-])(=O)C.[K+].C(Cl)Cl. (9) Given the product [CH3:12][O:13][C:14](=[O:19])[CH2:15][CH2:16][C:17]#[C:18][C:2]1[CH:7]=[CH:6][CH:5]=[C:4]([N+:8]([O-:10])=[O:9])[C:3]=1[F:11], predict the reactants needed to synthesize it. The reactants are: Br[C:2]1[CH:7]=[CH:6][CH:5]=[C:4]([N+:8]([O-:10])=[O:9])[C:3]=1[F:11].[CH3:12][O:13][C:14](=[O:19])[CH2:15][CH2:16][C:17]#[CH:18].C1(P(C2C=CC=CC=2)C2C=CC=CC=2)C=CC=CC=1.